The task is: Predict the reaction yield, written as a fraction of the theoretical maximum amount of product (1.0 means a 100% yield; for example, 0.34 means a 34% yield).. This data is from Reaction yield outcomes from USPTO patents with 853,638 reactions. (1) The reactants are [C:1]1(C(O)=O)[C:11]2=[C:12]3[C:7](=[CH:8][CH:9]=[CH:10]2)[CH2:6][CH2:5][CH2:4][N:3]3[CH:2]=1.N1C2C(=CC=CC=2)C=CC=1. The catalyst is ClCCl.[Cr]([O-])([O-])=O.[Cu+2]. The product is [CH:1]1[C:11]2=[C:12]3[C:7](=[CH:8][CH:9]=[CH:10]2)[CH2:6][CH2:5][CH2:4][N:3]3[CH:2]=1. The yield is 0.720. (2) The reactants are [CH3:1][O:2][C:3](=[O:14])[C:4]1[CH:9]=[CH:8][C:7]([CH:10]=[O:11])=[C:6]([O:12][CH3:13])[CH:5]=1.O.CC(=CC)C.[O-:21]Cl=O.[Na+]. The catalyst is C(O)(C)(C)C.C(Cl)Cl. The product is [CH3:1][O:2][C:3](=[O:14])[C:4]1[CH:9]=[CH:8][C:7]([C:10]([OH:21])=[O:11])=[C:6]([O:12][CH3:13])[CH:5]=1. The yield is 0.470. (3) The reactants are C([O:4][C:5]1[C:10]([O:11][CH3:12])=[CH:9][C:8]([C:13]2[N:14]=[C:15]([CH2:18][N:19]([C:21]([O:23][C:24]([CH3:27])([CH3:26])[CH3:25])=[O:22])[CH3:20])[S:16][CH:17]=2)=[CH:7][C:6]=1[O:28][CH3:29])(=O)C.[OH-].[Na+]. The catalyst is CO. The product is [OH:4][C:5]1[C:10]([O:11][CH3:12])=[CH:9][C:8]([C:13]2[N:14]=[C:15]([CH2:18][N:19]([CH3:20])[C:21](=[O:22])[O:23][C:24]([CH3:25])([CH3:26])[CH3:27])[S:16][CH:17]=2)=[CH:7][C:6]=1[O:28][CH3:29]. The yield is 0.960. (4) The reactants are [CH:1]1([CH:6]([C:8]2[CH:12]=[CH:11][S:10][CH:9]=2)[NH2:7])[CH2:5][CH2:4][CH2:3][CH2:2]1.[I:13][C:14]1[C:22]2[C:17](=[CH:18][CH:19]=[C:20]([C:23](O)=[O:24])[CH:21]=2)[NH:16][N:15]=1.CCN(C(C)C)C(C)C.CN(C(ON1N=NC2C=CC=CC1=2)=[N+](C)C)C.[B-](F)(F)(F)F. The catalyst is CN(C=O)C.O. The product is [CH:1]1([CH:6]([C:8]2[CH:12]=[CH:11][S:10][CH:9]=2)[NH:7][C:23]([C:20]2[CH:21]=[C:22]3[C:17](=[CH:18][CH:19]=2)[NH:16][N:15]=[C:14]3[I:13])=[O:24])[CH2:2][CH2:3][CH2:4][CH2:5]1. The yield is 0.980. (5) The reactants are COC(=O)C(O)=CC(=O)N(CC1C=CC(Cl)=C(Cl)C=1)C.C=O.[CH3:23][C:24]([CH3:28])([CH3:27])[CH2:25][NH2:26].[Cl:29][C:30]1[CH:31]=[C:32]([CH:46]=[CH:47][C:48]=1[Cl:49])[CH2:33][N:34]([CH3:45])[C:35]([C:37]1[CH2:38]N(C)[C:40](=[O:43])[C:41]=1[OH:42])=[O:36]. No catalyst specified. The product is [Cl:29][C:30]1[CH:31]=[C:32]([CH:46]=[CH:47][C:48]=1[Cl:49])[CH2:33][N:34]([CH3:45])[C:35]([C:37]1[CH2:38][N:26]([CH2:25][C:24]([CH3:28])([CH3:27])[CH3:23])[C:40](=[O:43])[C:41]=1[OH:42])=[O:36]. The yield is 0.0400. (6) The reactants are [S:1]1[CH:5]=[CH:4][CH:3]=[C:2]1[C:6]([OH:8])=O.C1C=CC2N(O)N=NC=2C=1.CCN=C=NCCCN(C)C.CCN(CC)CC.[CH3:37][O:38][C:39]1[CH:48]=[C:47]([O:49][CH3:50])[CH:46]=[C:45]2[C:40]=1[C:41](=[O:63])[NH:42][C:43]([C:51]1[CH:56]=[CH:55][C:54]([N:57]3[CH2:62][CH2:61][NH:60][CH2:59][CH2:58]3)=[CH:53][CH:52]=1)=[N:44]2. The catalyst is C1COCC1. The product is [CH3:37][O:38][C:39]1[CH:48]=[C:47]([O:49][CH3:50])[CH:46]=[C:45]2[C:40]=1[C:41](=[O:63])[NH:42][C:43]([C:51]1[CH:56]=[CH:55][C:54]([N:57]3[CH2:58][CH2:59][N:60]([C:6]([C:2]4[S:1][CH:5]=[CH:4][CH:3]=4)=[O:8])[CH2:61][CH2:62]3)=[CH:53][CH:52]=1)=[N:44]2. The yield is 0.300.